Dataset: Forward reaction prediction with 1.9M reactions from USPTO patents (1976-2016). Task: Predict the product of the given reaction. (1) Given the reactants [F:1][C:2]1[CH:3]=[C:4]([OH:11])[CH:5]=[CH:6][C:7]=1[N+:8]([O-:10])=[O:9].[F:12][C:13]1[CH:20]=[CH:19][C:16]([CH2:17]Cl)=[CH:15][CH:14]=1.C(=O)([O-])[O-].[K+].[K+], predict the reaction product. The product is: [F:1][C:2]1[CH:3]=[C:4]([O:11][CH2:17][C:16]2[CH:19]=[CH:20][C:13]([F:12])=[CH:14][CH:15]=2)[CH:5]=[CH:6][C:7]=1[N+:8]([O-:10])=[O:9]. (2) Given the reactants [C:1]([OH:8])(=O)/[CH:2]=[CH:3]\[CH2:4][CH2:5][CH3:6].ClC(OCC)=O.C(N(CC)CC)C.[CH:22]1([NH2:25])[CH2:24][CH2:23]1.[Cl-].[Na+], predict the reaction product. The product is: [CH:22]1([NH:25][C:1](=[O:8])/[CH:2]=[CH:3]\[CH2:4][CH2:5][CH3:6])[CH2:24][CH2:23]1. (3) Given the reactants [CH3:1][C:2]1([CH3:21])[C:11]2[C:6](=[CH:7][CH:8]=[C:9]([C:12]3[CH:13]=[C:14]([CH:17]=[CH:18][CH:19]=3)[C:15]#[N:16])[CH:10]=2)[NH:5][C:4](=O)[CH2:3]1.P12(SP3(SP(SP(S3)(S1)=S)(=S)S2)=S)=[S:23], predict the reaction product. The product is: [CH3:1][C:2]1([CH3:21])[C:11]2[C:6](=[CH:7][CH:8]=[C:9]([C:12]3[CH:13]=[C:14]([CH:17]=[CH:18][CH:19]=3)[C:15]#[N:16])[CH:10]=2)[NH:5][C:4](=[S:23])[CH2:3]1. (4) Given the reactants [CH3:1][C:2]1[C:6]([C:7]2[CH:8]=[C:9]3[C:15]([S:16][C:17]4[CH:22]=[CH:21][CH:20]=[CH:19][CH:18]=4)=[CH:14][NH:13][C:10]3=[N:11][CH:12]=2)=[C:5]([CH3:23])[O:4][N:3]=1.Br[C:25]1[CH:26]=[N:27][N:28]([CH3:30])[CH:29]=1.CNCCNC.[O-]P([O-])([O-])=O.[K+].[K+].[K+].C(=O)([O-])[O-].[K+].[K+], predict the reaction product. The product is: [CH3:1][C:2]1[C:6]([C:7]2[CH:8]=[C:9]3[C:15]([S:16][C:17]4[CH:18]=[CH:19][CH:20]=[CH:21][CH:22]=4)=[CH:14][N:13]([C:25]4[CH:26]=[N:27][N:28]([CH3:30])[CH:29]=4)[C:10]3=[N:11][CH:12]=2)=[C:5]([CH3:23])[O:4][N:3]=1. (5) Given the reactants Br[C:2]1[C:3]([CH3:10])=[CH:4][C:5]([CH3:9])=[C:6]([CH3:8])[CH:7]=1.[NH:11]1[CH2:16][CH2:15][NH:14][CH2:13][CH2:12]1.CC(C)([O-])C.[Na+], predict the reaction product. The product is: [CH3:10][C:3]1[CH:4]=[C:5]([CH3:9])[C:6]([CH3:8])=[CH:7][C:2]=1[N:11]1[CH2:16][CH2:15][NH:14][CH2:13][CH2:12]1. (6) The product is: [CH2:1]([O:3][C:4](=[O:14])[C:5]1[CH:10]=[C:9]([Cl:11])[C:8]([CH3:12])=[C:7]([NH:22][C:20]([O:19][C:15]([CH3:16])([CH3:17])[CH3:18])=[O:21])[C:6]=1[NH:13][C:20]([O:19][C:15]([CH3:18])([CH3:17])[CH3:16])=[O:21])[CH3:2]. Given the reactants [CH2:1]([O:3][C:4](=[O:14])[C:5]1[CH:10]=[C:9]([Cl:11])[C:8]([CH3:12])=[CH:7][C:6]=1[NH2:13])[CH3:2].[C:15]([O:19][C:20]([N:22](C(OC(C)(C)C)=O)C1C(Br)=CC(C(F)(F)F)=C(Cl)C=1)=[O:21])([CH3:18])([CH3:17])[CH3:16], predict the reaction product. (7) Given the reactants [Na].C(OC(=O)[CH2:6][CH2:7][N:8]([CH3:17])[C:9](=[O:16])[CH2:10][C:11]([O:13]CC)=O)C.CN1CCC(=O)C(C(OCC)=O)C1=O, predict the reaction product. The product is: [CH3:17][N:8]1[CH2:7][CH2:6][C:11](=[O:13])[CH2:10][C:9]1=[O:16].